Dataset: Catalyst prediction with 721,799 reactions and 888 catalyst types from USPTO. Task: Predict which catalyst facilitates the given reaction. (1) Reactant: [Br:1]N1C(=O)CCC1=O.[C:9]([C:13]1[CH:18]=[CH:17][CH:16]=[CH:15][C:14]=1[OH:19])([CH3:12])([CH3:11])[CH3:10].CCOCC. Product: [Br:1][C:17]1[CH:16]=[CH:15][C:14]([OH:19])=[C:13]([C:9]([CH3:12])([CH3:10])[CH3:11])[CH:18]=1. The catalyst class is: 10. (2) Product: [Cl:1][C:2]1[N:10]=[C:9]2[C:5]([N:6]=[CH:7][N:8]2[C@H:11]2[C@@H:18]([OH:17])[C@H:14]([OH:15])[CH2:13][S:12]2)=[C:4]([Cl:21])[N:3]=1. The catalyst class is: 7. Reactant: [Cl:1][C:2]1[N:10]=[C:9]2[C:5]([N:6]=[CH:7][N:8]2[C@H:11]2[C@H:18]3[C@H:14]([O:15]C(C)(C)[O:17]3)[CH2:13][S:12]2)=[C:4]([Cl:21])[N:3]=1.Cl.[OH-].[Na+]. (3) Reactant: [CH2:1]([O:3][C:4](=[O:17])[C:5]1[C:10]([OH:11])=[CH:9][C:8]([OH:12])=[N:7][C:6]=1[C:13]([F:16])([F:15])[F:14])[CH3:2].[N+:18]([O-])([OH:20])=[O:19]. Product: [CH2:1]([O:3][C:4](=[O:17])[C:5]1[C:10]([OH:11])=[C:9]([N+:18]([O-:20])=[O:19])[C:8]([OH:12])=[N:7][C:6]=1[C:13]([F:14])([F:15])[F:16])[CH3:2]. The catalyst class is: 65. (4) Reactant: [CH3:1][C:2](=[O:8])[CH2:3][CH2:4][C:5](=[O:7])[CH3:6].Cl.C(O[N:13]=O)C.N([O-])=O.[Na+].OS(O)(=O)=O. Product: [CH3:6][C:5]1[O:7][N:13]=[C:3]([C:2](=[O:8])[CH3:1])[CH:4]=1. The catalyst class is: 88. (5) Reactant: [CH3:1][O:2][C:3]1[C:8]([NH2:9])=[CH:7][C:6]([B:10]2[O:14][C:13]([CH3:16])([CH3:15])[C:12]([CH3:18])([CH3:17])[O:11]2)=[CH:5][N:4]=1.[F:19][C:20]1[CH:25]=[C:24]([F:26])[CH:23]=[CH:22][C:21]=1[S:27](Cl)(=[O:29])=[O:28].Cl.C(Cl)Cl. Product: [F:19][C:20]1[CH:25]=[C:24]([F:26])[CH:23]=[CH:22][C:21]=1[S:27]([NH:9][C:8]1[C:3]([O:2][CH3:1])=[N:4][CH:5]=[C:6]([B:10]2[O:14][C:13]([CH3:16])([CH3:15])[C:12]([CH3:18])([CH3:17])[O:11]2)[CH:7]=1)(=[O:29])=[O:28]. The catalyst class is: 17.